From a dataset of Full USPTO retrosynthesis dataset with 1.9M reactions from patents (1976-2016). Predict the reactants needed to synthesize the given product. (1) Given the product [CH2:21]([O:20][NH:19][C:17](=[O:18])[C:16]1[CH:23]=[CH:24][C:25]([CH3:26])=[C:14]([N:8]2[C:7](=[O:27])[C:6]3[C:11](=[CH:12][CH:13]=[C:4]([CH:3]=[O:2])[CH:5]=3)[N:10]=[CH:9]2)[CH:15]=1)[CH3:22], predict the reactants needed to synthesize it. The reactants are: C[O:2][CH:3](OC)[C:4]1[CH:5]=[C:6]2[C:11](=[CH:12][CH:13]=1)[N:10]=[CH:9][N:8]([C:14]1[CH:15]=[C:16]([CH:23]=[CH:24][C:25]=1[CH3:26])[C:17]([NH:19][O:20][CH2:21][CH3:22])=[O:18])[C:7]2=[O:27].Cl. (2) The reactants are: N(C(OC(C)C)=O)=NC(OC(C)C)=O.[OH:15][C:16]([C:23]1[S:24][C:25]([N+:28]([O-:30])=[O:29])=[CH:26][CH:27]=1)([CH3:22])[C:17]([O:19][CH2:20][CH3:21])=[O:18].[CH3:31][O:32][C:33]1[CH:34]=[CH:35][C:36](/[CH:40]=[CH:41]\[C:42]2[CH:43]=[C:44]([O:52][CH3:53])[C:45]([O:50][CH3:51])=[C:46]([O:48][CH3:49])[CH:47]=2)=[CH:37][C:38]=1O.C1(P(C2C=CC=CC=2)C2C=CC=CC=2)C=CC=CC=1. Given the product [CH2:20]([O:19][C:17]([C:16]([C:23]1[S:24][C:25]([N+:28]([O-:30])=[O:29])=[CH:26][CH:27]=1)([O:15][C:34]1[CH:35]=[C:36](/[CH:40]=[CH:41]\[C:42]2[CH:43]=[C:44]([O:52][CH3:53])[C:45]([O:50][CH3:51])=[C:46]([O:48][CH3:49])[CH:47]=2)[CH:37]=[CH:38][C:33]=1[O:32][CH3:31])[CH3:22])=[O:18])[CH3:21], predict the reactants needed to synthesize it. (3) Given the product [CH3:12][O:8][C:7](=[O:9])[C:6]1[CH:10]=[C:2]([Cl:1])[C:3]([Cl:11])=[N:4][CH:5]=1, predict the reactants needed to synthesize it. The reactants are: [Cl:1][C:2]1[C:3]([Cl:11])=[N:4][CH:5]=[C:6]([CH:10]=1)[C:7]([OH:9])=[O:8].[CH3:12]N(C=O)C. (4) Given the product [Br:11][C:12]1[C:13]([OH:18])=[N:14][CH:15]=[C:16]([I:19])[CH:17]=1, predict the reactants needed to synthesize it. The reactants are: C(#N)C.FC(F)(F)C(O)=O.[Br:11][C:12]1[C:13]([OH:18])=[N:14][CH:15]=[CH:16][CH:17]=1.[I:19]N1C(=O)CCC1=O.